Dataset: NCI-60 drug combinations with 297,098 pairs across 59 cell lines. Task: Regression. Given two drug SMILES strings and cell line genomic features, predict the synergy score measuring deviation from expected non-interaction effect. (1) Drug 1: CC(CN1CC(=O)NC(=O)C1)N2CC(=O)NC(=O)C2. Drug 2: C1CCC(CC1)NC(=O)N(CCCl)N=O. Cell line: NCI/ADR-RES. Synergy scores: CSS=8.64, Synergy_ZIP=-4.68, Synergy_Bliss=2.93, Synergy_Loewe=-0.188, Synergy_HSA=1.93. (2) Drug 1: CC(C1=C(C=CC(=C1Cl)F)Cl)OC2=C(N=CC(=C2)C3=CN(N=C3)C4CCNCC4)N. Drug 2: C1C(C(OC1N2C=NC(=NC2=O)N)CO)O. Cell line: NCI/ADR-RES. Synergy scores: CSS=9.77, Synergy_ZIP=-0.477, Synergy_Bliss=1.74, Synergy_Loewe=-2.14, Synergy_HSA=0.545. (3) Drug 1: C1CCN(CC1)CCOC2=CC=C(C=C2)C(=O)C3=C(SC4=C3C=CC(=C4)O)C5=CC=C(C=C5)O. Drug 2: CCCS(=O)(=O)NC1=C(C(=C(C=C1)F)C(=O)C2=CNC3=C2C=C(C=N3)C4=CC=C(C=C4)Cl)F. Cell line: DU-145. Synergy scores: CSS=16.9, Synergy_ZIP=5.10, Synergy_Bliss=8.80, Synergy_Loewe=0.929, Synergy_HSA=5.02. (4) Cell line: UACC-257. Drug 1: CC1=C(C=C(C=C1)C(=O)NC2=CC(=CC(=C2)C(F)(F)F)N3C=C(N=C3)C)NC4=NC=CC(=N4)C5=CN=CC=C5. Synergy scores: CSS=2.40, Synergy_ZIP=-1.35, Synergy_Bliss=-1.84, Synergy_Loewe=-2.21, Synergy_HSA=-1.07. Drug 2: CCCCCOC(=O)NC1=NC(=O)N(C=C1F)C2C(C(C(O2)C)O)O. (5) Drug 1: CC12CCC(CC1=CCC3C2CCC4(C3CC=C4C5=CN=CC=C5)C)O. Drug 2: C1=CC(=CC=C1C#N)C(C2=CC=C(C=C2)C#N)N3C=NC=N3. Cell line: NCIH23. Synergy scores: CSS=15.2, Synergy_ZIP=0.315, Synergy_Bliss=6.07, Synergy_Loewe=4.10, Synergy_HSA=5.27. (6) Drug 1: CN(CCCl)CCCl.Cl. Drug 2: COCCOC1=C(C=C2C(=C1)C(=NC=N2)NC3=CC=CC(=C3)C#C)OCCOC.Cl. Cell line: HS 578T. Synergy scores: CSS=3.16, Synergy_ZIP=-2.45, Synergy_Bliss=-1.47, Synergy_Loewe=-3.02, Synergy_HSA=-3.51. (7) Drug 1: CC1=CC2C(CCC3(C2CCC3(C(=O)C)OC(=O)C)C)C4(C1=CC(=O)CC4)C. Drug 2: CNC(=O)C1=NC=CC(=C1)OC2=CC=C(C=C2)NC(=O)NC3=CC(=C(C=C3)Cl)C(F)(F)F. Cell line: UACC62. Synergy scores: CSS=26.6, Synergy_ZIP=7.68, Synergy_Bliss=2.64, Synergy_Loewe=-25.5, Synergy_HSA=2.53.